Task: Predict the product of the given reaction.. Dataset: Forward reaction prediction with 1.9M reactions from USPTO patents (1976-2016) The product is: [Cl:22][C:16](=[O:17])[CH2:15][CH2:14][CH2:13][CH2:12][N:11]([CH3:19])[C:9](=[O:10])[O:8][CH2:1][C:2]1[CH:7]=[CH:6][CH:5]=[CH:4][CH:3]=1. Given the reactants [CH2:1]([O:8][C:9]([N:11]([CH3:19])[CH2:12][CH2:13][CH2:14][CH2:15][C:16](O)=[O:17])=[O:10])[C:2]1[CH:7]=[CH:6][CH:5]=[CH:4][CH:3]=1.S(Cl)([Cl:22])=O, predict the reaction product.